Dataset: Choline transporter screen with 302,306 compounds. Task: Binary Classification. Given a drug SMILES string, predict its activity (active/inactive) in a high-throughput screening assay against a specified biological target. (1) The drug is Oc1c(C2(CCCCC2)C)cc(cc1CN1CCN(CC1)CCC#N)C. The result is 0 (inactive). (2) The compound is S(c1n(c2c(n(c(=O)[nH]c2=O)C)n1)CC=C)Cc1ccccc1. The result is 0 (inactive). (3) The result is 0 (inactive). The molecule is O=C1N(CC(C1)C(=O)NCCCN1CCC(CC1)C)CCc1ccccc1. (4) The compound is O=c1n(ncc2c1n(c1c2cccc1)Cc1c(cccc1)C)CC(=O)NCCCN1CCN(CC1)C. The result is 0 (inactive). (5) The compound is S=c1n(c(n[nH]1)COc1c(cccc1C)C)c1ccccc1. The result is 0 (inactive).